From a dataset of M1 muscarinic receptor antagonist screen with 61,756 compounds. Binary Classification. Given a drug SMILES string, predict its activity (active/inactive) in a high-throughput screening assay against a specified biological target. (1) The compound is Clc1c(CSCCNC(=O)CN(S(=O)(=O)C)c2cc3OCOc3cc2)c(F)ccc1. The result is 0 (inactive). (2) The compound is s1c(C(=O)Nc2ccc(N(C)C)cc2)c(nc1SCC(=O)Nc1sccn1)N. The result is 0 (inactive). (3) The result is 0 (inactive). The drug is Clc1ccc(n2c(nnc2SCC(OCC)=O)Cc2[nH]c(=O)[nH]c(=O)c2)cc1. (4) The drug is s1c(CC(=O)N2CC(CCC2)c2nc3n([nH]nc3c(=O)n2)Cc2ccc(F)cc2)ccc1. The result is 0 (inactive). (5) The compound is s1c(NC(=O)c2c(noc2C)c2ccccc2)nc(c2cc(F)c(F)cc2)c1. The result is 0 (inactive). (6) The molecule is O=C(NC(c1n(c2c(n1)cccc2)CC)C)Cc1ccccc1. The result is 0 (inactive).